From a dataset of Full USPTO retrosynthesis dataset with 1.9M reactions from patents (1976-2016). Predict the reactants needed to synthesize the given product. Given the product [CH:1]1[CH:10]=[C:9]([O:11][CH2:23][CH2:24][N:25]2[CH2:30][CH2:29][CH2:28][CH2:27][CH2:26]2)[CH:8]=[C:7]2[C:2]=1[CH:3]1[O:14][C:13]3[CH:15]=[CH:16][CH:17]=[CH:18][C:12]=3[CH:4]1[CH2:5][O:6]2, predict the reactants needed to synthesize it. The reactants are: [CH:1]1[CH:10]=[C:9]([OH:11])[CH:8]=[C:7]2[C:2]=1[CH:3]1[O:14][C:13]3[CH:15]=[CH:16][CH:17]=[CH:18][C:12]=3[CH:4]1[CH2:5][O:6]2.[H-].[Na+].Cl.Cl[CH2:23][CH2:24][N:25]1[CH2:30][CH2:29][CH2:28][CH2:27][CH2:26]1.Cl.